Dataset: Full USPTO retrosynthesis dataset with 1.9M reactions from patents (1976-2016). Task: Predict the reactants needed to synthesize the given product. (1) Given the product [Cl:1][C:2]1[CH:7]=[CH:6][CH:5]=[CH:4][C:3]=1[N:8]1[C:9]2[C:18]3[CH:17]=[C:16]([O:19][CH3:20])[CH:15]=[CH:14][C:13]=3[N:12]=[CH:11][C:10]=2[N:21]=[CH:22]1, predict the reactants needed to synthesize it. The reactants are: [Cl:1][C:2]1[CH:7]=[CH:6][CH:5]=[CH:4][C:3]=1[NH:8][C:9]1[C:18]2[C:13](=[CH:14][CH:15]=[C:16]([O:19][CH3:20])[CH:17]=2)[N:12]=[CH:11][C:10]=1[NH2:21].[CH2:22](OC(OCC)OCC)C. (2) Given the product [N+:1]([C:4]1[CH:9]=[CH:8][C:7]([O:10][CH2:27][CH2:28][CH2:29][CH2:30][CH2:31][C:32]([O:34][CH2:35][CH2:36][O:37][CH2:38][CH2:39][O:40][C:41](=[O:48])[CH2:42][CH2:43][CH2:44][CH2:45][CH2:46][O:14][C:11]2[CH:8]=[CH:9][C:4]([N+:1]([O-:3])=[O:2])=[CH:5][CH:6]=2)=[O:33])=[CH:6][CH:5]=1)([O-:3])=[O:2], predict the reactants needed to synthesize it. The reactants are: [N+:1]([C:4]1[CH:9]=[CH:8][C:7]([OH:10])=[CH:6][CH:5]=1)([O-:3])=[O:2].[C:11](=[O:14])([O-])[O-].[K+].[K+].[I-].[K+].P(O)([O-])([O-])=O.[Na+].[Na+].Br[CH2:27][CH2:28][CH2:29][CH2:30][CH2:31][C:32]([O:34][CH2:35][CH2:36][O:37][CH2:38][CH2:39][O:40][C:41](=[O:48])[CH2:42][CH2:43][CH2:44][CH2:45][CH2:46]Br)=[O:33]. (3) Given the product [C:1]([O:5][C:6]([N:8]1[CH2:16][C:15]2[C:10](=[CH:11][CH:12]=[C:13]([C:17]([N:26]3[CH2:27][CH2:28][CH2:25][CH2:24]3)=[O:19])[CH:14]=2)[CH2:9]1)=[O:7])([CH3:2])([CH3:3])[CH3:4], predict the reactants needed to synthesize it. The reactants are: [C:1]([O:5][C:6]([N:8]1[CH2:16][C:15]2[C:10](=[CH:11][CH:12]=[C:13]([C:17]([OH:19])=O)[CH:14]=2)[CH2:9]1)=[O:7])([CH3:4])([CH3:3])[CH3:2].C(Cl)CCl.[CH2:24]([N:26](CC)[CH2:27][CH3:28])[CH3:25].N1CCCC1. (4) Given the product [Cl:17][C:11]1[CH:10]=[C:9]([C:6]2[CH:7]=[CH:8][N:4]([CH2:3][C@@H:2]([NH:1][C:26]([C:23]3[CH:22]=[C:21]([CH2:20][OH:19])[O:25][N:24]=3)=[O:27])[CH3:18])[N:5]=2)[CH:16]=[CH:15][C:12]=1[C:13]#[N:14], predict the reactants needed to synthesize it. The reactants are: [NH2:1][C@@H:2]([CH3:18])[CH2:3][N:4]1[CH:8]=[CH:7][C:6]([C:9]2[CH:16]=[CH:15][C:12]([C:13]#[N:14])=[C:11]([Cl:17])[CH:10]=2)=[N:5]1.[OH:19][CH2:20][C:21]1[O:25][N:24]=[C:23]([C:26](O)=[O:27])[CH:22]=1. (5) The reactants are: C(=O)([O-])[O-].[K+].[K+].Br[CH2:8][CH2:9][CH2:10][CH2:11]Br.[C:13]([O:19][C:20]([CH3:23])([CH3:22])[CH3:21])(=[O:18])[CH2:14][C:15]([CH3:17])=[O:16].O. Given the product [C:15]([C:14]1([C:13]([O:19][C:20]([CH3:23])([CH3:22])[CH3:21])=[O:18])[CH2:11][CH2:10][CH2:9][CH2:8]1)(=[O:16])[CH3:17], predict the reactants needed to synthesize it. (6) Given the product [Cl:1][C:2]1[CH:3]=[CH:4][C:5]([NH:8][CH2:9][CH2:10][CH2:11][CH2:12][CH2:13][CH2:14][NH2:27])=[CH:6][CH:7]=1.[Cl:1][C:2]1[CH:7]=[CH:6][C:5]([NH2:8])=[CH:4][CH:3]=1, predict the reactants needed to synthesize it. The reactants are: [Cl:1][C:2]1[CH:7]=[CH:6][C:5]([NH:8][CH2:9][CH2:10][CH2:11][CH2:12][CH2:13][CH2:14]C23C=CC=CC2C(NC3=O)=O)=[CH:4][CH:3]=1.O.[NH2:27]N.CCO. (7) Given the product [Cl:13][C:14]1[CH:40]=[CH:39][C:17]([CH2:18][N:19]2[C:27]3[C:22](=[CH:23][CH:24]=[CH:25][CH:26]=3)[CH:21]=[C:20]2[C:28]([N:30]2[CH2:31][CH2:32][CH:33]([C:36]([NH:58][CH2:57][C:54]3[CH:55]=[CH:56][N:52]([CH3:51])[N:53]=3)=[O:37])[CH2:34][CH2:35]2)=[O:29])=[CH:16][CH:15]=1, predict the reactants needed to synthesize it. The reactants are: Cl.C(N=C=NCCCN(C)C)C.[Cl:13][C:14]1[CH:40]=[CH:39][C:17]([CH2:18][N:19]2[C:27]3[C:22](=[CH:23][CH:24]=[CH:25][CH:26]=3)[CH:21]=[C:20]2[C:28]([N:30]2[CH2:35][CH2:34][CH:33]([C:36](O)=[O:37])[CH2:32][CH2:31]2)=[O:29])=[CH:16][CH:15]=1.N1(O)C2C=CC=CC=2N=N1.[CH3:51][N:52]1[CH:56]=[CH:55][C:54]([CH2:57][NH2:58])=[N:53]1. (8) Given the product [CH3:9][O:8][C:7]1[C:2]([O:1][C@H:33]([CH3:38])[C:34]([OH:36])=[O:35])=[C:3]([C:10](=[O:11])[C:12]2[CH:13]=[CH:14][C:15]([O:18][CH2:19][C:20]3[N:21]=[C:22]([C:26]4[CH:31]=[CH:30][CH:29]=[CH:28][CH:27]=4)[O:23][C:24]=3[CH3:25])=[CH:16][CH:17]=2)[CH:4]=[CH:5][CH:6]=1, predict the reactants needed to synthesize it. The reactants are: [OH:1][C:2]1[C:7]([O:8][CH3:9])=[CH:6][CH:5]=[CH:4][C:3]=1[C:10]([C:12]1[CH:17]=[CH:16][C:15]([O:18][CH2:19][C:20]2[N:21]=[C:22]([C:26]3[CH:31]=[CH:30][CH:29]=[CH:28][CH:27]=3)[O:23][C:24]=2[CH3:25])=[CH:14][CH:13]=1)=[O:11].O[C@@H:33]([CH3:38])[C:34]([O:36]C)=[O:35].C1(P(C2C=CC=CC=2)C2C=CC=CC=2)C=CC=CC=1.N(C(OCC)=O)=NC(OCC)=O. (9) Given the product [C:4]([CH:3]([NH:2][C:30]([C:28]1[N:27]=[N:26][N:25]([CH2:24][CH2:23][NH:22][C:20](=[O:21])[C:19]2[CH:33]=[CH:34][C:35]([O:39][CH3:40])=[C:36]([O:37][CH3:38])[C:18]=2[O:17][CH3:16])[CH:29]=1)=[O:31])[C:6]1[CH:11]=[CH:10][C:9]([O:12][CH:13]([CH3:15])[CH3:14])=[CH:8][CH:7]=1)#[N:5], predict the reactants needed to synthesize it. The reactants are: Cl.[NH2:2][CH:3]([C:6]1[CH:11]=[CH:10][C:9]([O:12][CH:13]([CH3:15])[CH3:14])=[CH:8][CH:7]=1)[C:4]#[N:5].[CH3:16][O:17][C:18]1[C:36]([O:37][CH3:38])=[C:35]([O:39][CH3:40])[CH:34]=[CH:33][C:19]=1[C:20]([NH:22][CH2:23][CH2:24][N:25]1[CH:29]=[C:28]([C:30](O)=[O:31])[N:27]=[N:26]1)=[O:21].